This data is from Full USPTO retrosynthesis dataset with 1.9M reactions from patents (1976-2016). The task is: Predict the reactants needed to synthesize the given product. (1) Given the product [S:39]([C:36]1[CH:37]=[CH:38][C:33]([CH3:55])=[CH:34][CH:35]=1)([O-:42])(=[O:41])=[O:40].[S:39]([C:36]1[CH:37]=[CH:38][C:33]([CH3:55])=[CH:34][CH:35]=1)([O-:42])(=[O:41])=[O:40].[N+:49]([C:46]1[CH:45]=[C:44]([N+:52]([O-:54])=[O:53])[CH:43]=[CH:48][C:47]=1[N+:25]1[CH:26]=[CH:27][C:22]([C:19]2[CH:18]=[CH:17][N+:16]([C:11]3[CH:12]=[CH:13][CH:14]=[CH:15][C:10]=3[C:6]([CH3:9])([CH3:7])[CH3:8])=[CH:21][CH:20]=2)=[CH:23][CH:24]=1)([O-:51])=[O:50], predict the reactants needed to synthesize it. The reactants are: F[B-](F)(F)F.[C:6]([C:10]1[CH:15]=[CH:14][CH:13]=[CH:12][C:11]=1[N+:16]1[CH:21]=[CH:20][C:19]([C:22]2[CH:27]=[CH:26][NH+:25]=[CH:24][CH:23]=2)=[CH:18][CH:17]=1)([CH3:9])([CH3:8])[CH3:7].F[B-](F)(F)F.[C:33]1([CH3:55])[CH:38]=[CH:37][C:36]([S:39]([O:42][C:43]2[CH:48]=[CH:47][C:46]([N+:49]([O-:51])=[O:50])=[CH:45][C:44]=2[N+:52]([O-:54])=[O:53])(=[O:41])=[O:40])=[CH:35][CH:34]=1. (2) Given the product [CH:17]([N:4]([CH:1]([CH3:2])[CH3:3])[CH2:5][CH2:6][O:7][C:8]1[CH:13]=[CH:12][C:11]([NH:14][CH3:20])=[CH:10][C:9]=1[O:15][CH3:16])([CH3:19])[CH3:18], predict the reactants needed to synthesize it. The reactants are: [CH:1]([N:4]([CH:17]([CH3:19])[CH3:18])[CH2:5][CH2:6][O:7][C:8]1[CH:13]=[CH:12][C:11]([NH2:14])=[CH:10][C:9]=1[O:15][CH3:16])([CH3:3])[CH3:2].[CH2:20](OC(OCC)OCC)C.FC(F)(F)C(O)=O.[BH4-].[Na+].Cl.